Dataset: Reaction yield outcomes from USPTO patents with 853,638 reactions. Task: Predict the reaction yield, written as a fraction of the theoretical maximum amount of product (1.0 means a 100% yield; for example, 0.34 means a 34% yield). (1) The reactants are Cl[C:2]1[N:7]=[C:6]([Cl:8])[N:5]=[C:4]([S:9][C:10]2[CH:15]=[CH:14][C:13]([NH:16][C:17]([CH:19]3[CH2:21][CH2:20]3)=[O:18])=[CH:12][CH:11]=2)[N:3]=1.[CH3:22][C:23]1[NH:27][N:26]=[C:25]([NH2:28])[CH:24]=1.[Na+].[I-]. The catalyst is CN(C=O)C. The product is [Cl:8][C:6]1[N:7]=[C:2]([NH:28][C:25]2[CH:24]=[C:23]([CH3:22])[NH:27][N:26]=2)[N:3]=[C:4]([S:9][C:10]2[CH:15]=[CH:14][C:13]([NH:16][C:17]([CH:19]3[CH2:21][CH2:20]3)=[O:18])=[CH:12][CH:11]=2)[N:5]=1. The yield is 0.700. (2) The reactants are Br[C:2]1[N:7]=[C:6]([C:8]([O:10][CH2:11][CH3:12])=[O:9])[CH:5]=[CH:4][CH:3]=1.[Br:13][C:14]1[CH:15]=[CH:16][C:17]([F:23])=[C:18](B(O)O)[CH:19]=1. No catalyst specified. The product is [Br:13][C:14]1[CH:19]=[CH:18][C:17]([F:23])=[C:16]([C:2]2[N:7]=[C:6]([C:8]([O:10][CH2:11][CH3:12])=[O:9])[CH:5]=[CH:4][CH:3]=2)[CH:15]=1. The yield is 0.620. (3) The reactants are BrC1C=C(NC2C=CC(N3CCN([CH:23]4[CH2:26][O:25][CH2:24]4)CC3)=CN=2)C(=O)N(C)C=1.[Br:27][C:28]1[CH:29]=[C:30]([NH:36][C:37]2[N:42]=[CH:41][C:40]([N:43]3[C@@H:48]([CH3:49])[CH2:47][N:46](C(OC(C)(C)C)=O)[C@H:45]([CH3:57])[CH2:44]3)=[CH:39][CH:38]=2)[C:31](=[O:35])[N:32]([CH3:34])[CH:33]=1. No catalyst specified. The product is [Br:27][C:28]1[CH:29]=[C:30]([NH:36][C:37]2[CH:38]=[CH:39][C:40]([N:43]3[CH2:44][C@@H:45]([CH3:57])[N:46]([CH:23]4[CH2:26][O:25][CH2:24]4)[CH2:47][C@@H:48]3[CH3:49])=[CH:41][N:42]=2)[C:31](=[O:35])[N:32]([CH3:34])[CH:33]=1. The yield is 0.910. (4) The reactants are [Cl:1][C:2]1[C:11]2[C:6](=[CH:7][C:8]([O:26][CH3:27])=[C:9]([O:12][CH2:13][C@@H:14]3[CH2:18][CH2:17][CH2:16][N:15]3C(OC(C)(C)C)=O)[CH:10]=2)[N:5]=[CH:4][N:3]=1.[Cl:28][C:29]1[C:30]([F:36])=[C:31]([CH:33]=[CH:34][CH:35]=1)[NH2:32].Cl. The catalyst is C(#N)C. The product is [ClH:1].[Cl:28][C:29]1[C:30]([F:36])=[C:31]([CH:33]=[CH:34][CH:35]=1)[NH:32][C:2]1[C:11]2[C:6](=[CH:7][C:8]([O:26][CH3:27])=[C:9]([O:12][CH2:13][C@@H:14]3[CH2:18][CH2:17][CH2:16][NH:15]3)[CH:10]=2)[N:5]=[CH:4][N:3]=1. The yield is 1.00. (5) The reactants are Cl[C:2]1[C:11]2[C:6](=[CH:7][C:8]([O:14][CH3:15])=[C:9]([O:12][CH3:13])[CH:10]=2)[N:5]=[CH:4][CH:3]=1.[CH3:16][C:17]1[CH:22]=[CH:21][C:20]([C:23]([CH2:25]O)=[O:24])=[CH:19][C:18]=1[CH3:27].[OH2:28]. The catalyst is CN(C)C1C=CN=CC=1.ClC1C=CC=CC=1Cl. The product is [CH3:13][O:12][C:9]1[CH:10]=[C:11]2[C:6](=[CH:7][C:8]=1[O:14][CH3:15])[N:5]=[CH:4][CH:3]=[C:2]2[O:28][C:21]1[CH:22]=[C:17]([CH3:16])[C:18]([CH3:27])=[CH:19][C:20]=1[C:23](=[O:24])[CH3:25]. The yield is 0.220. (6) The reactants are Br[CH2:2][CH:3]1[CH2:5][CH2:4]1.[Br:6][C:7]1[CH:12]=[CH:11][C:10]([CH2:13][C@H:14]([OH:19])[C:15]([O:17][CH3:18])=[O:16])=[CH:9][CH:8]=1. The catalyst is C(OCC)C.[Ag]=O. The product is [Br:6][C:7]1[CH:8]=[CH:9][C:10]([CH2:13][C@H:14]([O:19][CH2:2][CH:3]2[CH2:5][CH2:4]2)[C:15]([O:17][CH3:18])=[O:16])=[CH:11][CH:12]=1. The yield is 0.500.